This data is from Reaction yield outcomes from USPTO patents with 853,638 reactions. The task is: Predict the reaction yield, written as a fraction of the theoretical maximum amount of product (1.0 means a 100% yield; for example, 0.34 means a 34% yield). (1) The reactants are CC1(C)[O:9][C:7](=[O:8])[CH2:6][C:4](=O)O1.[Cl:11][C:12]1[CH:17]=[C:16]([Cl:18])[CH:15]=[C:14]([Cl:19])[C:13]=1[CH2:20]C=O. The catalyst is CCN(CC)CC.C(O)=O. The product is [Cl:11][C:12]1[CH:17]=[C:16]([Cl:18])[CH:15]=[C:14]([Cl:19])[C:13]=1[CH2:20][CH2:4][CH2:6][C:7]([OH:9])=[O:8]. The yield is 0.400. (2) The reactants are [F:1][C:2]1[CH:7]=[C:6]([O:8][CH2:9][C:10]2[CH:11]=[C:12]([C:16]3[C:21]([CH3:22])=[CH:20][C:19]([OH:23])=[CH:18][C:17]=3[CH3:24])[CH:13]=[CH:14][CH:15]=2)[CH:5]=[CH:4][C:3]=1[CH2:25][CH2:26][C:27]([O:29][CH2:30][CH3:31])=[O:28].[CH3:32][C:33]1[N:38]=[C:37]([CH2:39]O)[CH:36]=[CH:35][CH:34]=1.C1(P(C2C=CC=CC=2)C2C=CC=CC=2)C=CC=CC=1.N(C(OC(C)C)=O)=NC(OC(C)C)=O. The catalyst is O1CCCC1. The product is [CH3:22][C:21]1[CH:20]=[C:19]([O:23][CH2:39][C:37]2[CH:36]=[CH:35][CH:34]=[C:33]([CH3:32])[N:38]=2)[CH:18]=[C:17]([CH3:24])[C:16]=1[C:12]1[CH:13]=[CH:14][CH:15]=[C:10]([CH2:9][O:8][C:6]2[CH:5]=[CH:4][C:3]([CH2:25][CH2:26][C:27]([O:29][CH2:30][CH3:31])=[O:28])=[C:2]([F:1])[CH:7]=2)[CH:11]=1. The yield is 0.870. (3) The reactants are C([O:3][P:4]([CH2:9][CH:10]([NH:12][C:13](=[O:35])[C:14]1[CH:19]=[CH:18][C:17]([N:20]([CH2:22][C:23]2[N:24]=[C:25]3[C:30](=[N:31][CH:32]=2)[N:29]=[C:28]([NH2:33])[N:27]=[C:26]3[NH2:34])[CH3:21])=[CH:16][CH:15]=1)[CH3:11])(=[O:8])[O:5]CC)C.C[Si](Br)(C)C.O.CO. The catalyst is CN(C=O)C. The product is [NH2:33][C:28]1[N:27]=[C:26]([NH2:34])[C:25]2[C:30](=[N:31][CH:32]=[C:23]([CH2:22][N:20]([CH3:21])[C:17]3[CH:16]=[CH:15][C:14]([C:13]([NH:12][CH:10]([CH3:11])[CH2:9][P:4](=[O:3])([OH:8])[OH:5])=[O:35])=[CH:19][CH:18]=3)[N:24]=2)[N:29]=1. The yield is 0.380. (4) The reactants are [Br:1][C:2]1[CH:7]=[CH:6][CH:5]=[CH:4][C:3]=1[NH:8][N:9]=[C:10]([C:18]#[N:19])[C:11]([NH:13][CH2:14][CH2:15][CH2:16][CH3:17])=[O:12].[Cl-].[Al+3].[Cl-].[Cl-].O.[C@H](O)(C([O-])=O)[C@@H](O)C([O-])=O.[Na+].[K+]. The catalyst is C1(C)C=CC=CC=1. The product is [NH2:19][C:18]1[C:4]2[C:3](=[C:2]([Br:1])[CH:7]=[CH:6][CH:5]=2)[N:8]=[N:9][C:10]=1[C:11]([NH:13][CH2:14][CH2:15][CH2:16][CH3:17])=[O:12]. The yield is 0.260. (5) The reactants are [CH3:1][C:2]1[CH:3]=[C:4]([CH:24]=[CH:25][C:26]=1[OH:27])[NH:5][C:6]1[C:15]2[C:10](=[CH:11][CH:12]=[CH:13][C:14]=2[O:16][CH:17]2[CH2:22][CH2:21][N:20]([CH3:23])[CH2:19][CH2:18]2)[N:9]=[CH:8][N:7]=1.[F:28][C:29]1[CH:30]=[C:31]([CH:34]=[CH:35][CH:36]=1)[CH2:32]Cl. No catalyst specified. The product is [F:28][C:29]1[CH:30]=[C:31]([CH:34]=[CH:35][CH:36]=1)[CH2:32][O:27][C:26]1[CH:25]=[CH:24][C:4]([NH:5][C:6]2[C:15]3[C:10](=[CH:11][CH:12]=[CH:13][C:14]=3[O:16][CH:17]3[CH2:22][CH2:21][N:20]([CH3:23])[CH2:19][CH2:18]3)[N:9]=[CH:8][N:7]=2)=[CH:3][C:2]=1[CH3:1]. The yield is 0.430. (6) The reactants are [CH3:1][C:2]1[N:7]=[C:6]([C:8]([NH:10][C:11]2[C:12]([C:22]([NH:24][CH2:25][C:26]([F:29])([F:28])[F:27])=[O:23])=[N:13][N:14](C3CCCCO3)[CH:15]=2)=[O:9])[CH:5]=[CH:4][CH:3]=1.O.C1(C)C=CC(S(O)(=O)=O)=CC=1. The catalyst is C(O)C. The product is [CH3:1][C:2]1[N:7]=[C:6]([C:8]([NH:10][C:11]2[C:12]([C:22]([NH:24][CH2:25][C:26]([F:28])([F:27])[F:29])=[O:23])=[N:13][NH:14][CH:15]=2)=[O:9])[CH:5]=[CH:4][CH:3]=1. The yield is 0.790.